This data is from CYP2C9 inhibition data for predicting drug metabolism from PubChem BioAssay. The task is: Regression/Classification. Given a drug SMILES string, predict its absorption, distribution, metabolism, or excretion properties. Task type varies by dataset: regression for continuous measurements (e.g., permeability, clearance, half-life) or binary classification for categorical outcomes (e.g., BBB penetration, CYP inhibition). Dataset: cyp2c9_veith. (1) The molecule is CC(c1ccc(Cl)cc1)n1c(-c2ccc3ccccc3n2)n[nH]c1=S. The result is 1 (inhibitor). (2) The molecule is CCOc1ccc(CCNC(=O)C2CCN(S(=O)(=O)CC)CC2)cc1OCC. The result is 0 (non-inhibitor). (3) The molecule is Cc1ccc(C)c(S(=O)(=O)NC(C)C(=O)Nc2ccc(-c3nc4ccccc4s3)cc2)c1. The result is 0 (non-inhibitor). (4) The molecule is O=S(=O)(c1ccc(F)cc1)n1ccc(-c2cnc(-c3ccccc3)s2)n1. The result is 1 (inhibitor). (5) The molecule is Cc1noc(NS(=O)(=O)c2cccc3c(N(C)C)cccc23)c1C. The result is 1 (inhibitor). (6) The molecule is O=C(Nc1ccccc1)OC[C@H](CN1CCCCC1)OC(=O)Nc1ccccc1. The result is 0 (non-inhibitor).